This data is from Reaction yield outcomes from USPTO patents with 853,638 reactions. The task is: Predict the reaction yield, written as a fraction of the theoretical maximum amount of product (1.0 means a 100% yield; for example, 0.34 means a 34% yield). (1) The reactants are [CH3:1][NH:2][C:3]1[CH2:7][S:6][C:5](=[O:8])[N:4]=1.CC(C)([O-])C.[K+].[F:15][C:16]([F:40])([F:39])[C:17]1[CH:34]=[C:33]([C:35]([F:38])([F:37])[F:36])[CH:32]=[CH:31][C:18]=1[CH2:19][O:20][C:21]1[C:22]([O:29][CH3:30])=[C:23]([CH:26]=[CH:27][CH:28]=1)[CH:24]=O.[Cl-].[NH4+]. The catalyst is C(O)C. The product is [F:15][C:16]([F:39])([F:40])[C:17]1[CH:34]=[C:33]([C:35]([F:38])([F:37])[F:36])[CH:32]=[CH:31][C:18]=1[CH2:19][O:20][C:21]1[C:22]([O:29][CH3:30])=[C:23](/[CH:24]=[C:7]2/[C:3]([NH:2][CH3:1])=[N:4][C:5](=[O:8])[S:6]/2)[CH:26]=[CH:27][CH:28]=1. The yield is 0.850. (2) The reactants are [OH:1][CH2:2][C:3]1[CH:8]=[C:7]([N+:9]([O-:11])=[O:10])[CH:6]=[CH:5][C:4]=1[OH:12].[CH2:13](Br)[C:14]1[CH:19]=[CH:18][CH:17]=[CH:16][CH:15]=1.COC(O)C1C=C([N+]([O-])=O)C=CC=1OC. No catalyst specified. The product is [CH2:13]([O:12][C:4]1[CH:5]=[CH:6][C:7]([N+:9]([O-:11])=[O:10])=[CH:8][C:3]=1[CH2:2][OH:1])[C:14]1[CH:19]=[CH:18][CH:17]=[CH:16][CH:15]=1. The yield is 0.840.